Dataset: Forward reaction prediction with 1.9M reactions from USPTO patents (1976-2016). Task: Predict the product of the given reaction. (1) Given the reactants Cl[C:2]1[CH:7]=[C:6](Cl)[N:5]=[CH:4][N:3]=1.Cl.[F:10][C:11]1[CH:16]=[CH:15][C:14]([CH:17]2[CH2:22][CH2:21][NH:20][CH2:19][CH2:18]2)=[CH:13][CH:12]=1.C(=O)([O-])[O-].[K+].[K+].[NH2:29][NH2:30], predict the reaction product. The product is: [F:10][C:11]1[CH:16]=[CH:15][C:14]([CH:17]2[CH2:18][CH2:19][N:20]([C:2]3[CH:7]=[C:6]([NH:29][NH2:30])[N:5]=[CH:4][N:3]=3)[CH2:21][CH2:22]2)=[CH:13][CH:12]=1. (2) Given the reactants [CH3:1][NH:2][C:3]([C:5]1[CH:6]=[C:7]([CH:12]=[C:13]([N+:15]([O-:17])=[O:16])[CH:14]=1)[C:8]([O:10][CH3:11])=[O:9])=O.[N-:18]=[N+:19]=[N-:20].[Na+].S(OS(C(F)(F)F)(=O)=O)(C(F)(F)F)(=O)=O.[OH-].[Na+], predict the reaction product. The product is: [CH3:1][N:2]1[C:3]([C:5]2[CH:6]=[C:7]([CH:12]=[C:13]([N+:15]([O-:17])=[O:16])[CH:14]=2)[C:8]([O:10][CH3:11])=[O:9])=[N:20][N:19]=[N:18]1. (3) Given the reactants [Cl:1][C:2]1[CH:7]=[C:6]([O:8][C:9]2[CH:14]=[CH:13][C:12]([Cl:15])=[CH:11][CH:10]=2)[CH:5]=[CH:4][C:3]=1[C:16]([CH:24]1[CH2:26][CH2:25]1)([OH:23])[CH2:17][N:18]1[CH:22]=[N:21][CH:20]=[N:19]1.[H-].[Na+].[CH3:29]I.[Cl-].[Na+], predict the reaction product. The product is: [Cl:1][C:2]1[CH:7]=[C:6]([O:8][C:9]2[CH:10]=[CH:11][C:12]([Cl:15])=[CH:13][CH:14]=2)[CH:5]=[CH:4][C:3]=1[C:16]([CH:24]1[CH2:26][CH2:25]1)([O:23][CH3:29])[CH2:17][N:18]1[CH:22]=[N:21][CH:20]=[N:19]1. (4) Given the reactants [F:1][C:2]1[CH:7]=[CH:6][CH:5]=[CH:4][C:3]=1[C:8]1[N:9]=[C:10]([CH2:20][N:21]2C(=O)C3C(=CC=CC=3)C2=O)[S:11][C:12]=1[S:13][C:14]1[CH:19]=[CH:18][CH:17]=[CH:16][CH:15]=1.O.NN.C(=O)([O-])O.[Na+], predict the reaction product. The product is: [F:1][C:2]1[CH:7]=[CH:6][CH:5]=[CH:4][C:3]=1[C:8]1[N:9]=[C:10]([CH2:20][NH2:21])[S:11][C:12]=1[S:13][C:14]1[CH:15]=[CH:16][CH:17]=[CH:18][CH:19]=1.